Dataset: Peptide-MHC class II binding affinity with 134,281 pairs from IEDB. Task: Regression. Given a peptide amino acid sequence and an MHC pseudo amino acid sequence, predict their binding affinity value. This is MHC class II binding data. (1) The peptide sequence is SQDLELFWNLNGLQAY. The MHC is DRB1_0401 with pseudo-sequence DRB1_0401. The binding affinity (normalized) is 0.185. (2) The peptide sequence is ARTDLLAFTAFPKQI. The MHC is DRB1_1201 with pseudo-sequence DRB1_1201. The binding affinity (normalized) is 0.357. (3) The peptide sequence is YLGKREDQWCGSLIGLT. The MHC is DRB1_0301 with pseudo-sequence DRB1_0301. The binding affinity (normalized) is 0. (4) The binding affinity (normalized) is 0. The peptide sequence is GCNRLKRMAVSGDDC. The MHC is DRB3_0101 with pseudo-sequence DRB3_0101. (5) The peptide sequence is EKKYFAATQMEPLAA. The MHC is DRB1_1602 with pseudo-sequence DRB1_1602. The binding affinity (normalized) is 0.653. (6) The peptide sequence is GIFLSVAAGNEAENA. The MHC is DRB1_0404 with pseudo-sequence DRB1_0404. The binding affinity (normalized) is 0.617. (7) The peptide sequence is ITEADLDDEQEILNY. The MHC is HLA-DQA10501-DQB10303 with pseudo-sequence HLA-DQA10501-DQB10303. The binding affinity (normalized) is 0. (8) The binding affinity (normalized) is 0. The peptide sequence is NFRFMSKGGMRNVFD. The MHC is HLA-DQA10104-DQB10503 with pseudo-sequence HLA-DQA10104-DQB10503. (9) The peptide sequence is GEPLSYTRFSLARQV. The MHC is HLA-DQA10501-DQB10301 with pseudo-sequence HLA-DQA10501-DQB10301. The binding affinity (normalized) is 0.516. (10) The peptide sequence is AAATAGTTVYGAFAA. The binding affinity (normalized) is 0.148. The MHC is DRB3_0101 with pseudo-sequence DRB3_0101.